From a dataset of KCNQ2 potassium channel screen with 302,405 compounds. Binary Classification. Given a drug SMILES string, predict its activity (active/inactive) in a high-throughput screening assay against a specified biological target. The compound is o1c2c(c3CCCCc3c1=O)ccc(OCC(=O)N(CC)CC)c2C. The result is 0 (inactive).